From a dataset of NCI-60 drug combinations with 297,098 pairs across 59 cell lines. Regression. Given two drug SMILES strings and cell line genomic features, predict the synergy score measuring deviation from expected non-interaction effect. Drug 1: CC1CCC2CC(C(=CC=CC=CC(CC(C(=O)C(C(C(=CC(C(=O)CC(OC(=O)C3CCCCN3C(=O)C(=O)C1(O2)O)C(C)CC4CCC(C(C4)OC)O)C)C)O)OC)C)C)C)OC. Drug 2: C1=NC(=NC(=O)N1C2C(C(C(O2)CO)O)O)N. Cell line: HT29. Synergy scores: CSS=23.1, Synergy_ZIP=-1.20, Synergy_Bliss=6.65, Synergy_Loewe=-0.0552, Synergy_HSA=3.54.